This data is from Reaction yield outcomes from USPTO patents with 853,638 reactions. The task is: Predict the reaction yield, written as a fraction of the theoretical maximum amount of product (1.0 means a 100% yield; for example, 0.34 means a 34% yield). (1) The reactants are Br[C:2]1[CH:15]=[CH:14][C:13]2[N:12]([C:16]3[CH:21]=[CH:20][CH:19]=[CH:18][CH:17]=3)[C:11]3[C:6](=[CH:7][C:8](C4C=CC=CC=4)=[CH:9][CH:10]=3)[C:5]([CH3:29])([CH3:28])[C:4]=2[CH:3]=1.[CH2:30](O)[CH3:31].C(=O)([O-])[O-].[K+].[K+].[C:39]1([CH3:45])[CH:44]=[CH:43][CH:42]=[CH:41][CH:40]=1. The catalyst is C1C=CC([P]([Pd]([P](C2C=CC=CC=2)(C2C=CC=CC=2)C2C=CC=CC=2)([P](C2C=CC=CC=2)(C2C=CC=CC=2)C2C=CC=CC=2)[P](C2C=CC=CC=2)(C2C=CC=CC=2)C2C=CC=CC=2)(C2C=CC=CC=2)C2C=CC=CC=2)=CC=1.CO. The product is [C:39]1([C:45]2[CH:31]=[CH:30][CH:29]=[CH:5][CH:28]=2)[CH:44]=[CH:43][C:42]([N:12]([C:13]2[CH:4]=[CH:3][C:2]([C:2]3[CH:15]=[CH:14][C:13]4[N:12]([C:11]5[CH:6]=[CH:7][CH:8]=[CH:9][CH:10]=5)[C:16]5[C:17](=[CH:18][C:19]([C:16]6[CH:21]=[CH:20][CH:19]=[CH:18][CH:17]=6)=[CH:20][CH:21]=5)[C:5]([CH3:28])([CH3:29])[C:4]=4[CH:3]=3)=[CH:15][CH:14]=2)[C:11]2[CH:6]=[CH:7][CH:8]=[CH:9][CH:10]=2)=[CH:41][CH:40]=1. The yield is 0.680. (2) The reactants are C[Si](C)(C)[NH:3][Si](C)(C)C.C([Li])CCC.[F:15][C:16]1[CH:23]=[CH:22][CH:21]=[CH:20][C:17]=1[C:18]#[N:19].Cl. The catalyst is C(OCC)C.CCCCCC.O. The product is [F:15][C:16]1[CH:23]=[CH:22][CH:21]=[CH:20][C:17]=1[C:18](=[NH:3])[NH2:19]. The yield is 0.647. (3) The reactants are Cl[C:2]1[C:7]([C:8]([O:10][CH2:11][CH3:12])=[O:9])=[CH:6][CH:5]=[CH:4][N:3]=1.[CH2:13]([Zn]CC)[CH3:14]. The catalyst is O1CCOCC1. The product is [CH2:13]([C:2]1[C:7]([C:8]([O:10][CH2:11][CH3:12])=[O:9])=[CH:6][CH:5]=[CH:4][N:3]=1)[CH3:14]. The yield is 0.610. (4) The reactants are [CH2:1]([S:8][C:9]1[CH:10]=[C:11]2[C:16](=[CH:17][CH:18]=1)[C:15](Cl)=[N:14][N:13]=[CH:12]2)[C:2]1[CH:7]=[CH:6][CH:5]=[CH:4][CH:3]=1.[Br:20][C:21]1[C:26]([F:27])=[CH:25][C:24](B(O)O)=[C:23]([O:31][CH3:32])[CH:22]=1. The catalyst is C1C=CC([P]([Pd]([P](C2C=CC=CC=2)(C2C=CC=CC=2)C2C=CC=CC=2)([P](C2C=CC=CC=2)(C2C=CC=CC=2)C2C=CC=CC=2)[P](C2C=CC=CC=2)(C2C=CC=CC=2)C2C=CC=CC=2)(C2C=CC=CC=2)C2C=CC=CC=2)=CC=1. The product is [CH2:1]([S:8][C:9]1[CH:10]=[C:11]2[C:16](=[CH:17][CH:18]=1)[C:15]([C:24]1[CH:25]=[C:26]([F:27])[C:21]([Br:20])=[CH:22][C:23]=1[O:31][CH3:32])=[N:14][N:13]=[CH:12]2)[C:2]1[CH:7]=[CH:6][CH:5]=[CH:4][CH:3]=1. The yield is 0.454. (5) The reactants are [CH:1]1[C:10]2[C:5](=[CH:6][CH:7]=[CH:8][CH:9]=2)[CH:4]=[C:3]([C:11]([OH:13])=O)[N:2]=1.CN(C(ON1N=NC2C=CC=CC1=2)=[N+](C)C)C.F[P-](F)(F)(F)(F)F.[CH3:38][O:39][C:40]([C:42]1[C:50]2[N:49]=[C:48]([NH2:51])[NH:47][C:46]=2[CH:45]=[C:44]([CH2:52][CH2:53][CH3:54])[CH:43]=1)=[O:41]. No catalyst specified. The product is [CH3:38][O:39][C:40]([C:42]1[C:50]2[N:49]=[C:48]([NH:51][C:11]([C:3]3[N:2]=[CH:1][C:10]4[C:5]([CH:4]=3)=[CH:6][CH:7]=[CH:8][CH:9]=4)=[O:13])[NH:47][C:46]=2[CH:45]=[C:44]([CH2:52][CH2:53][CH3:54])[CH:43]=1)=[O:41]. The yield is 0.750. (6) The reactants are [Si]([O:8][CH2:9][CH2:10][O:11][C:12]1[CH:13]=[C:14]([CH:31]=[C:32]([O:34][C:35]2[CH:40]=[CH:39][CH:38]=[CH:37][CH:36]=2)[CH:33]=1)[CH2:15][O:16][C:17]1[CH:22]=[CH:21][C:20]([CH2:23][CH2:24][C:25]([O:27][CH2:28][CH3:29])=[O:26])=[CH:19][C:18]=1[F:30])(C(C)(C)C)(C)C.C1COCC1. The catalyst is [F-].C([N+](CCCC)(CCCC)CCCC)CCC.C(OCC)(=O)C. The product is [F:30][C:18]1[CH:19]=[C:20]([CH2:23][CH2:24][C:25]([O:27][CH2:28][CH3:29])=[O:26])[CH:21]=[CH:22][C:17]=1[O:16][CH2:15][C:14]1[CH:31]=[C:32]([O:34][C:35]2[CH:40]=[CH:39][CH:38]=[CH:37][CH:36]=2)[CH:33]=[C:12]([O:11][CH2:10][CH2:9][OH:8])[CH:13]=1. The yield is 0.740. (7) The reactants are I[CH2:2][C@@H:3]([CH3:16])[CH2:4][N:5]1[C:10]2[CH:11]=[CH:12][CH:13]=[CH:14][C:9]=2[O:8][CH2:7][C:6]1=[O:15].[CH:17](=[C:21]1[CH2:26][CH2:25][NH:24][CH2:23][CH2:22]1)[CH2:18][CH2:19][CH3:20]. The product is [CH:17](=[C:21]1[CH2:26][CH2:25][N:24]([CH2:2][C@@H:3]([CH3:16])[CH2:4][N:5]2[C:10]3[CH:11]=[CH:12][CH:13]=[CH:14][C:9]=3[O:8][CH2:7][C:6]2=[O:15])[CH2:23][CH2:22]1)[CH2:18][CH2:19][CH3:20]. The catalyst is CC#N. The yield is 0.640. (8) The reactants are [Br:1][C:2]1[CH:7]=[CH:6][C:5]([CH2:8][C:9]#N)=[C:4]([Cl:11])[CH:3]=1.[CH3:12][OH:13].Cl.[OH2:15]. No catalyst specified. The product is [CH3:12][O:13][C:9](=[O:15])[CH2:8][C:5]1[CH:6]=[CH:7][C:2]([Br:1])=[CH:3][C:4]=1[Cl:11]. The yield is 0.800. (9) The reactants are [C:1]([NH:9][C:10]1[CH:15]=[CH:14][C:13]([CH:16]=[CH:17][C:18]([OH:20])=[O:19])=[CH:12][CH:11]=1)(=[O:8])[C:2]1[CH:7]=[CH:6][CH:5]=[CH:4][CH:3]=1. The catalyst is C(O)C. The yield is 0.960. The product is [C:1]([NH:9][C:10]1[CH:15]=[CH:14][C:13]([CH2:16][CH2:17][C:18]([OH:20])=[O:19])=[CH:12][CH:11]=1)(=[O:8])[C:2]1[CH:7]=[CH:6][CH:5]=[CH:4][CH:3]=1. (10) The reactants are [CH3:1][O:2][C:3]1[C:8]([N+:9]([O-])=O)=[CH:7][CH:6]=[CH:5][C:4]=1[C:12]1[CH:17]=[CH:16][CH:15]=[C:14]([C:18]([OH:20])=[O:19])[CH:13]=1.C([O-])=O.[NH4+]. The catalyst is C(O)C.[Pd]. The product is [CH3:1][O:2][C:3]1[C:8]([NH2:9])=[CH:7][CH:6]=[CH:5][C:4]=1[C:12]1[CH:17]=[CH:16][CH:15]=[C:14]([C:18]([OH:20])=[O:19])[CH:13]=1. The yield is 0.933.